From a dataset of Reaction yield outcomes from USPTO patents with 853,638 reactions. Predict the reaction yield, written as a fraction of the theoretical maximum amount of product (1.0 means a 100% yield; for example, 0.34 means a 34% yield). (1) The reactants are [O:1]1[C:5]2[CH:6]=[CH:7][C:8]([C:10]3([C:13]([NH:15][C:16]4[CH:17]=[C:18]5[C:22](=[CH:23][C:24]=4[F:25])[NH:21][CH:20]([C:26]([CH3:29])([CH3:28])[CH3:27])[CH2:19]5)=[O:14])[CH2:12][CH2:11]3)=[CH:9][C:4]=2[O:3][CH2:2]1.[O:30]1[CH2:35][CH2:34][CH2:33][CH:32]([CH:36]=O)[CH2:31]1.[BH-](OC(C)=O)(OC(C)=O)OC(C)=O.[Na+]. The catalyst is ClCCl. The product is [O:1]1[C:5]2[CH:6]=[CH:7][C:8]([C:10]3([C:13]([NH:15][C:16]4[CH:17]=[C:18]5[C:22](=[CH:23][C:24]=4[F:25])[N:21]([CH2:36][CH:32]4[CH2:33][CH2:34][CH2:35][O:30][CH2:31]4)[CH:20]([C:26]([CH3:29])([CH3:28])[CH3:27])[CH2:19]5)=[O:14])[CH2:12][CH2:11]3)=[CH:9][C:4]=2[O:3][CH2:2]1. The yield is 0.500. (2) The reactants are Br[CH2:2][C:3]1[NH:8][C:7]([C:9]2[S:10][CH:11]=[CH:12][N:13]=2)=[N:6][CH:5]([C:14]2[CH:19]=[CH:18][C:17]([Cl:20])=[CH:16][C:15]=2[Cl:21])[C:4]=1[C:22]([O:24][CH2:25][CH3:26])=[O:23].Cl.[NH:28]1[CH2:33][CH2:32][O:31][CH:30]([C:34]([OH:36])=[O:35])[CH2:29]1. No catalyst specified. The product is [Cl:21][C:15]1[CH:16]=[C:17]([Cl:20])[CH:18]=[CH:19][C:14]=1[CH:5]1[N:6]=[C:7]([C:9]2[S:10][CH:11]=[CH:12][N:13]=2)[NH:8][C:3]([CH2:2][N:28]2[CH2:33][CH2:32][O:31][CH:30]([C:34]([OH:36])=[O:35])[CH2:29]2)=[C:4]1[C:22]([O:24][CH2:25][CH3:26])=[O:23]. The yield is 0.310. (3) The reactants are [N+:1]([C:4]1[CH:5]=[C:6]([C:10]2[CH:15]=[CH:14][N:13]=[CH:12][CH:11]=2)[CH:7]=[CH:8][CH:9]=1)([O-:3])=[O:2].[C:16](OC(=O)C)(=[O:18])[CH3:17].[BH4-].[Na+]. The catalyst is C(O)(=O)C. The product is [C:16]([N:13]1[CH2:14][CH2:15][C:10]([C:6]2[CH:7]=[CH:8][CH:9]=[C:4]([N+:1]([O-:3])=[O:2])[CH:5]=2)=[CH:11][CH2:12]1)(=[O:18])[CH3:17]. The yield is 0.260. (4) The reactants are [OH:1][C@@:2]1([C:9]#[C:10][C:11]2[CH:12]=[C:13]([C:17]3[N:22]=[C:21]([C:23]([O:25]CC)=O)[CH:20]=[C:19]([C:28]4[CH:32]=[CH:31][N:30]([CH3:33])[N:29]=4)[N:18]=3)[CH:14]=[CH:15][CH:16]=2)[CH2:6][CH2:5][N:4]([CH3:7])[C:3]1=[O:8].[NH3:34]. No catalyst specified. The product is [OH:1][C@@:2]1([C:9]#[C:10][C:11]2[CH:12]=[C:13]([C:17]3[N:22]=[C:21]([C:23]([NH2:34])=[O:25])[CH:20]=[C:19]([C:28]4[CH:32]=[CH:31][N:30]([CH3:33])[N:29]=4)[N:18]=3)[CH:14]=[CH:15][CH:16]=2)[CH2:6][CH2:5][N:4]([CH3:7])[C:3]1=[O:8]. The yield is 0.280.